This data is from Retrosynthesis with 50K atom-mapped reactions and 10 reaction types from USPTO. The task is: Predict the reactants needed to synthesize the given product. (1) Given the product CC(C)(C)OC(=O)N[C@@H](CCSC(F)(F)F)C(=O)Nc1ccccc1, predict the reactants needed to synthesize it. The reactants are: CC(C)(C)OC(=O)N[C@@H](CCSC(F)(F)F)C(=O)O.Nc1ccccc1. (2) Given the product O=C(O)/C=C/c1ccc(CNC23CC4CC(CC(C4)C2)C3)cc1, predict the reactants needed to synthesize it. The reactants are: COC(=O)/C=C/c1ccc(CNC23CC4CC(CC(C4)C2)C3)cc1. (3) Given the product CCOC(=O)c1cc(C#N)c(N2CC(C(=O)O)C2)nc1N(C)C, predict the reactants needed to synthesize it. The reactants are: CCOC(=O)c1cc(C#N)c(Cl)nc1N(C)C.O=C(O)C1CNC1. (4) The reactants are: COc1ccc(C(=O)O[C@@H](Cc2c(Cl)c[n+]([O-])cc2Cl)c2ccc(OC(F)F)c(OCC3CC3)c2)cc1N(C(=O)OC(C)(C)C)S(=O)(=O)CCN1CCN(C)CC1. Given the product COc1ccc(C(=O)O[C@@H](Cc2c(Cl)c[n+]([O-])cc2Cl)c2ccc(OC(F)F)c(OCC3CC3)c2)cc1NS(=O)(=O)CCN1CCN(C)CC1, predict the reactants needed to synthesize it. (5) Given the product O=S(=O)(c1ccc(C(CC2CCOCC2)c2ccc(-c3ccccn3)[nH]2)cc1)C1CC1, predict the reactants needed to synthesize it. The reactants are: O=C(CCC(=O)C(CC1CCOCC1)c1ccc(S(=O)(=O)C2CC2)cc1)c1ccccn1.[NH4+]. (6) Given the product CS(=O)(=O)O, predict the reactants needed to synthesize it. The reactants are: CS(=O)(=O)Oc1ccc2cc(C(=N)N)ccc2c1.N=C(N)NCc1ccc(C(=O)O)o1. (7) Given the product COC(=O)Nc1ccc(C(=O)O)cc1, predict the reactants needed to synthesize it. The reactants are: COC(=O)Nc1ccc(C(=O)OC)cc1. (8) Given the product CCC(=O)C(CCCCCCc1ccccc1O)C(=O)CC, predict the reactants needed to synthesize it. The reactants are: CCC(=O)C(CCCCCCc1ccccc1OC)C(=O)CC.